This data is from Reaction yield outcomes from USPTO patents with 853,638 reactions. The task is: Predict the reaction yield, written as a fraction of the theoretical maximum amount of product (1.0 means a 100% yield; for example, 0.34 means a 34% yield). (1) The reactants are [CH3:1][O:2][C:3]([NH:5][C@H:6]([C:10]([N:12]1[C@H:17]([C:18]2[NH:22][C:21]3[C:23]4[C:28]([CH:29]=[CH:30][C:20]=3[N:19]=2)=[CH:27][C:26]2[C:31]3[C:36]([CH2:37][O:38][C:25]=2[CH:24]=4)=[CH:35][C:34]([C:39]2[NH:43][C:42]([C@@H:44]4[CH2:48][C@H:47]([CH2:49][O:50][CH3:51])[CH2:46][N:45]4C(OC(C)(C)C)=O)=[N:41][CH:40]=2)=[CH:33][CH:32]=3)[CH2:16][C@H:15]2[C@@H:13]1[CH2:14]2)=[O:11])[CH:7]([CH3:9])[CH3:8])=[O:4].Cl.[CH3:60][O:61][C:62]([NH:64][C@H:65]([C:69]1[CH:74]=[CH:73][CH:72]=[CH:71][CH:70]=1)[C:66]([OH:68])=O)=[O:63].CCN(C(C)C)C(C)C.CCOC(C(C#N)=NOC(N1CCOCC1)=[N+](C)C)=O.F[P-](F)(F)(F)(F)F. The catalyst is C(Cl)Cl.CO.CN(C=O)C.[Li+].[OH-]. The product is [CH3:1][O:2][C:3]([NH:5][C@@H:6]([CH:7]([CH3:9])[CH3:8])[C:10]([N:12]1[C@H:17]([C:18]2[NH:22][C:21]3[C:23]4[C:28]([CH:29]=[CH:30][C:20]=3[N:19]=2)=[CH:27][C:26]2[C:31]3[C:36]([CH2:37][O:38][C:25]=2[CH:24]=4)=[CH:35][C:34]([C:39]2[NH:43][C:42]([C@@H:44]4[CH2:48][C@H:47]([CH2:49][O:50][CH3:51])[CH2:46][N:45]4[C:66](=[O:68])[C@H:65]([NH:64][C:62](=[O:63])[O:61][CH3:60])[C:69]4[CH:74]=[CH:73][CH:72]=[CH:71][CH:70]=4)=[N:41][CH:40]=2)=[CH:33][CH:32]=3)[CH2:16][C@H:15]2[C@@H:13]1[CH2:14]2)=[O:11])=[O:4]. The yield is 0.550. (2) The reactants are [NH2:1][C:2]1[CH:3]=[C:4]([CH:21]=[CH:22][CH:23]=1)[O:5][C:6]1[N:11]=[C:10]2[S:12][C:13]([NH:15][C:16]([CH:18]3[CH2:20][CH2:19]3)=[O:17])=[N:14][C:9]2=[CH:8][CH:7]=1.[Cl:24][C:25]1[C:33]([C:34]([C:37]#[N:38])([CH3:36])[CH3:35])=[CH:32][CH:31]=[CH:30][C:26]=1[C:27](O)=[O:28].F[P-](F)(F)(F)(F)F.N1(OC(N(C)C)=[N+](C)C)C2N=CC=CC=2N=N1.C(=O)([O-])O.[Na+]. The catalyst is N1C=CC=CC=1. The product is [Cl:24][C:25]1[C:33]([C:34]([C:37]#[N:38])([CH3:36])[CH3:35])=[CH:32][CH:31]=[CH:30][C:26]=1[C:27]([NH:1][C:2]1[CH:23]=[CH:22][CH:21]=[C:4]([O:5][C:6]2[N:11]=[C:10]3[S:12][C:13]([NH:15][C:16]([CH:18]4[CH2:20][CH2:19]4)=[O:17])=[N:14][C:9]3=[CH:8][CH:7]=2)[CH:3]=1)=[O:28]. The yield is 0.310. (3) The reactants are [CH:1]1([C:4]2[CH:5]=[C:6]([NH2:9])[NH:7][N:8]=2)[CH2:3][CH2:2]1.Cl[C:11]1[C:16]([N+:17]([O-:19])=[O:18])=[CH:15][CH:14]=[C:13]([Cl:20])[N:12]=1.[C:21](=[O:24])([O-])[O-:22].[K+].[K+]. The catalyst is C(#N)C. The product is [C:21]([O:22][CH2:5][CH3:6])(=[O:24])[CH3:11].[CH3:3][CH2:2][CH2:1][CH2:4][CH2:5][CH3:6].[Cl:20][C:13]1[N:12]=[C:11]([NH:9][C:6]2[NH:7][N:8]=[C:4]([CH:1]3[CH2:3][CH2:2]3)[CH:5]=2)[C:16]([N+:17]([O-:19])=[O:18])=[CH:15][CH:14]=1. The yield is 0.177. (4) The reactants are [Cl:1][C:2]1[CH:7]=[C:6]([C:8]([O:10][CH3:11])=[O:9])[CH:5]=[C:4]([CH3:12])[N+:3]=1[O-].FC(F)(F)C(OC(=O)C(F)(F)F)=[O:17]. The catalyst is C(Cl)Cl. The product is [Cl:1][C:2]1[CH:7]=[C:6]([CH:5]=[C:4]([CH2:12][OH:17])[N:3]=1)[C:8]([O:10][CH3:11])=[O:9]. The yield is 0.660. (5) The reactants are [Cl:1][CH2:2][C:3](=O)[CH2:4]C(OCC)=O.[C:11]([OH:14])(=[O:13])[CH3:12].[CH2:15]([NH2:19])[CH2:16][CH2:17][CH3:18].[C:20]1(C)C=CC=C[CH:21]=1. The catalyst is C(O)C. The product is [Cl:1][CH2:2][C:3]([NH:19][CH2:15][CH2:16][CH2:17][CH3:18])=[CH:4][CH2:12][C:11]([O:14][CH2:20][CH3:21])=[O:13]. The yield is 0.940. (6) The reactants are C([O:3][C:4](=[O:24])[CH2:5][S:6][C:7]1[CH:12]=[CH:11][C:10]([O:13][CH2:14][CH2:15][C@H:16]([O:18]S(C)(=O)=O)[CH3:17])=[CH:9][C:8]=1[CH3:23])C.[F:25][C:26]1[CH:43]=[CH:42][CH:41]=[CH:40][C:27]=1[O:28][C:29]1[CH:34]=[C:33]([C:35]([F:38])([F:37])[F:36])[CH:32]=[CH:31][C:30]=1O. No catalyst specified. The product is [F:25][C:26]1[CH:43]=[CH:42][CH:41]=[CH:40][C:27]=1[O:28][C:29]1[CH:34]=[C:33]([C:35]([F:36])([F:38])[F:37])[CH:32]=[CH:31][C:30]=1[O:18][C@@H:16]([CH3:17])[CH2:15][CH2:14][O:13][C:10]1[CH:11]=[CH:12][C:7]([S:6][CH2:5][C:4]([OH:3])=[O:24])=[C:8]([CH3:23])[CH:9]=1. The yield is 0.570. (7) The reactants are C([NH:8][C@H:9]1[CH2:13][CH2:12][C@@H:11]([C:14]2[C:22]3[C:17](=[CH:18][CH:19]=[CH:20][CH:21]=3)[NH:16][CH:15]=2)[CH2:10]1)C1C=CC=CC=1.C([O-])=O.[NH4+]. No catalyst specified. The product is [NH:16]1[C:17]2[C:22](=[CH:21][CH:20]=[CH:19][CH:18]=2)[C:14]([C@@H:11]2[CH2:12][CH2:13][C@H:9]([NH2:8])[CH2:10]2)=[CH:15]1. The yield is 0.900. (8) The reactants are [N+:1]([C:4]1[CH:9]=[CH:8][C:7](B2OC(C)(C)C(C)(C)O2)=[CH:6][C:5]=1[NH:19][C:20]([N:22]1[CH2:26][CH2:25][CH2:24][CH2:23]1)=[O:21])([O-:3])=[O:2].C(=O)(O)[O-].[Na+].Br[C:33]1[CH:38]=[N:37][CH:36]=[CH:35][N:34]=1. The catalyst is [Pd]. The product is [N+:1]([C:4]1[CH:9]=[CH:8][C:7]([C:33]2[CH:38]=[N:37][CH:36]=[CH:35][N:34]=2)=[CH:6][C:5]=1[NH:19][C:20]([N:22]1[CH2:23][CH2:24][CH2:25][CH2:26]1)=[O:21])([O-:3])=[O:2]. The yield is 0.700. (9) The reactants are [Cl:1][C:2]1[C:3]([N:20]([CH:22]2[CH2:27][CH2:26][NH:25][CH2:24][CH:23]2[CH2:28][CH3:29])[CH3:21])=[N:4][C:5]([NH:8][C:9]2[CH:10]=[CH:11][C:12]3[C:16]([CH:17]=2)=[N:15][N:14]([CH3:18])[C:13]=3[CH3:19])=[N:6][CH:7]=1.Cl[C:31]1[N:36]=[CH:35][C:34]([C:37]#[N:38])=[CH:33][CH:32]=1. The catalyst is C(O)C. The product is [Cl:1][C:2]1[C:3]([N:20]([CH3:21])[CH:22]2[CH2:27][CH2:26][N:25]([C:31]3[CH:32]=[CH:33][C:34]([C:37]#[N:38])=[CH:35][N:36]=3)[CH2:24][CH:23]2[CH2:28][CH3:29])=[N:4][C:5]([NH:8][C:9]2[CH:10]=[CH:11][C:12]3[C:16]([CH:17]=2)=[N:15][N:14]([CH3:18])[C:13]=3[CH3:19])=[N:6][CH:7]=1. The yield is 0.348.